Task: Regression. Given a peptide amino acid sequence and an MHC pseudo amino acid sequence, predict their binding affinity value. This is MHC class I binding data.. Dataset: Peptide-MHC class I binding affinity with 185,985 pairs from IEDB/IMGT (1) The binding affinity (normalized) is 0. The peptide sequence is VIPMFSAL. The MHC is HLA-B57:01 with pseudo-sequence HLA-B57:01. (2) The peptide sequence is ENITSGFL. The MHC is H-2-Kb with pseudo-sequence H-2-Kb. The binding affinity (normalized) is 0.0735. (3) The peptide sequence is VLQQIFHSS. The MHC is HLA-B15:17 with pseudo-sequence HLA-B15:17. The binding affinity (normalized) is 0.0847. (4) The peptide sequence is SLVIVTTFV. The MHC is HLA-A02:06 with pseudo-sequence HLA-A02:06. The binding affinity (normalized) is 0.775. (5) The peptide sequence is WHYDQENPY. The MHC is HLA-B35:01 with pseudo-sequence HLA-B35:01. The binding affinity (normalized) is 0.320.